From a dataset of Forward reaction prediction with 1.9M reactions from USPTO patents (1976-2016). Predict the product of the given reaction. (1) Given the reactants [CH3:1][O:2][C:3]([C:5]1[C:10]([NH2:11])=[N:9][CH:8]=[CH:7][N:6]=1)=[O:4].CC1(C)[O:18][C:17](=O)[CH:16]=[C:15]([CH3:20])[O:14]1, predict the reaction product. The product is: [CH3:1][O:2][C:3]([C:5]1[C:10]([NH:11][C:17](=[O:18])[CH2:16][C:15](=[O:14])[CH3:20])=[N:9][CH:8]=[CH:7][N:6]=1)=[O:4]. (2) Given the reactants [CH2:1](Cl)[CH2:2][OH:3].[OH:5][C:6]1[CH:14]=[CH:13][C:9]([C:10]([OH:12])=[O:11])=[CH:8][CH:7]=1, predict the reaction product. The product is: [OH:3][CH2:2][CH2:1][O:5][C:6]1[CH:14]=[CH:13][C:9]([C:10]([OH:12])=[O:11])=[CH:8][CH:7]=1. (3) Given the reactants [CH:1]1([CH2:7][C:8]2[O:12][C:11]([C:13]([O:15][CH2:16][CH3:17])=[O:14])=[N:10][CH:9]=2)[CH2:6][CH2:5][CH2:4][CH2:3][CH2:2]1.Br[C:19]1[C:28]2[C:23](=[CH:24][CH:25]=[CH:26][CH:27]=2)[C:22]([S:29]([NH:32][C:33]([CH3:36])([CH3:35])[CH3:34])(=[O:31])=[O:30])=[CH:21][CH:20]=1.C1C=CC(P(C2C=CC=CC=2)C2C=CC=CC=2)=CC=1, predict the reaction product. The product is: [C:33]([NH:32][S:29]([C:22]1[C:23]2[C:28](=[CH:27][CH:26]=[CH:25][CH:24]=2)[C:19]([C:9]2[N:10]=[C:11]([C:13]([O:15][CH2:16][CH3:17])=[O:14])[O:12][C:8]=2[CH2:7][CH:1]2[CH2:2][CH2:3][CH2:4][CH2:5][CH2:6]2)=[CH:20][CH:21]=1)(=[O:31])=[O:30])([CH3:36])([CH3:34])[CH3:35]. (4) Given the reactants C([O-])([O-])=O.[Cs+].[Cs+].[OH:7][C:8]1[C:16]2[CH:15]=[CH:14][S:13][C:12]=2[CH:11]=[C:10]([C:17]([O:19]CC)=O)[CH:9]=1.[F:22][C:23]1[CH:33]=[C:32](F)[CH:31]=[CH:30][C:24]=1[C:25]([N:27]([CH3:29])[CH3:28])=[O:26].[CH3:35][N:36]1[CH:40]=[CH:39][C:38]([NH2:41])=[N:37]1.CN(C(ON1N=NC2C=CC=NC1=2)=[N+](C)C)C.F[P-](F)(F)(F)(F)F, predict the reaction product. The product is: [CH3:28][N:27]([CH3:29])[C:25]([C:24]1[CH:30]=[CH:31][C:32]([O:7][C:8]2[C:16]3[CH:15]=[CH:14][S:13][C:12]=3[CH:11]=[C:10]([C:17]([NH:41][C:38]3[CH:39]=[CH:40][N:36]([CH3:35])[N:37]=3)=[O:19])[CH:9]=2)=[CH:33][C:23]=1[F:22])=[O:26]. (5) Given the reactants [CH3:1]N(C=O)C.[CH2:6]([O:13][CH2:14]/[CH:15]=[C:16](\[CH3:33])/[C@@H:17]([NH:23][C:24]1[CH:29]=[CH:28][CH:27]=[CH:26][C:25]=1[N+:30]([O-:32])=[O:31])[C@@H:18]([CH3:22])/[CH:19]=[CH:20]/[I:21])[C:7]1[CH:12]=[CH:11][CH:10]=[CH:9][CH:8]=1.C(=O)([O-])[O-].[K+].[K+].CI, predict the reaction product. The product is: [CH2:6]([O:13][CH2:14]/[CH:15]=[C:16](\[CH3:33])/[C@@H:17]([N:23]([CH3:1])[C:24]1[CH:29]=[CH:28][CH:27]=[CH:26][C:25]=1[N+:30]([O-:32])=[O:31])[C@@H:18]([CH3:22])/[CH:19]=[CH:20]/[I:21])[C:7]1[CH:12]=[CH:11][CH:10]=[CH:9][CH:8]=1. (6) Given the reactants [CH3:1][O:2][C:3]1[C:11]([O:12][CH3:13])=[C:10]([O:14][CH3:15])[CH:9]=[C:8]([N+:16]([O-:18])=[O:17])[C:4]=1[C:5]([OH:7])=O.[C:19](Cl)(=[O:23])[C:20](Cl)=O.[N:25]1(CO)C[CH2:28][CH2:27][CH2:26]1.C(N(CC)CC)C, predict the reaction product. The product is: [N+:16]([C:8]1[CH:9]=[C:10]([O:14][CH3:15])[C:11]([O:12][CH3:13])=[C:3]([O:2][CH3:1])[C:4]=1[C:5]([N:25]1[CH2:26][CH2:27][CH2:28][CH:20]1[CH2:19][OH:23])=[O:7])([O-:18])=[O:17]. (7) Given the reactants C([O:3][C:4](=[O:38])[CH2:5][N:6]1[C:14]2[C:9](=[CH:10][CH:11]=[C:12]([O:15][CH2:16][C:17]3[N:18]([CH2:33][C:34]([F:37])([F:36])[F:35])[N:19]=[C:20]([C:22]4[CH:27]=[CH:26][C:25]([O:28][C:29]([F:32])([F:31])[F:30])=[CH:24][CH:23]=4)[CH:21]=3)[CH:13]=2)[CH:8]=[CH:7]1)C.[Li+].[OH-], predict the reaction product. The product is: [F:36][C:34]([F:35])([F:37])[CH2:33][N:18]1[C:17]([CH2:16][O:15][C:12]2[CH:13]=[C:14]3[C:9]([CH:8]=[CH:7][N:6]3[CH2:5][C:4]([OH:38])=[O:3])=[CH:10][CH:11]=2)=[CH:21][C:20]([C:22]2[CH:27]=[CH:26][C:25]([O:28][C:29]([F:31])([F:30])[F:32])=[CH:24][CH:23]=2)=[N:19]1. (8) Given the reactants [O:1]=[C:2]1[C:6]2[CH:7]=[CH:8][C:9]([CH2:11][C:12]([O:14]C(C)(C)C)=[O:13])=[CH:10][C:5]=2[CH2:4][O:3]1, predict the reaction product. The product is: [O:1]=[C:2]1[C:6]2[CH:7]=[CH:8][C:9]([CH2:11][C:12]([OH:14])=[O:13])=[CH:10][C:5]=2[CH2:4][O:3]1.